Dataset: Forward reaction prediction with 1.9M reactions from USPTO patents (1976-2016). Task: Predict the product of the given reaction. The product is: [CH3:1][N:2]([CH3:32])[C:3]([C:5]1[N:26]([CH:27]2[CH2:31][CH2:30][CH2:29][CH2:28]2)[C:8]2[N:9]=[C:10]([NH:13][C:14]3[CH:19]=[CH:18][C:17]([N:20]4[CH2:21][CH2:22][N:23]([CH2:33][C@@H:34]([OH:35])[CH3:36])[CH2:24][CH2:25]4)=[CH:16][N:15]=3)[N:11]=[CH:12][C:7]=2[CH:6]=1)=[O:4]. Given the reactants [CH3:1][N:2]([CH3:32])[C:3]([C:5]1[N:26]([CH:27]2[CH2:31][CH2:30][CH2:29][CH2:28]2)[C:8]2[N:9]=[C:10]([NH:13][C:14]3[CH:19]=[CH:18][C:17]([N:20]4[CH2:25][CH2:24][NH:23][CH2:22][CH2:21]4)=[CH:16][N:15]=3)[N:11]=[CH:12][C:7]=2[CH:6]=1)=[O:4].[CH3:33][C@H:34]1[CH2:36][O:35]1, predict the reaction product.